From a dataset of NCI-60 drug combinations with 297,098 pairs across 59 cell lines. Regression. Given two drug SMILES strings and cell line genomic features, predict the synergy score measuring deviation from expected non-interaction effect. (1) Drug 1: C1CC(C1)(C(=O)O)C(=O)O.[NH2-].[NH2-].[Pt+2]. Drug 2: C1CNP(=O)(OC1)N(CCCl)CCCl. Cell line: MDA-MB-231. Synergy scores: CSS=2.34, Synergy_ZIP=-1.46, Synergy_Bliss=2.68, Synergy_Loewe=-3.07, Synergy_HSA=0.525. (2) Drug 1: C1C(C(OC1N2C=C(C(=O)NC2=O)F)CO)O. Drug 2: CC1=C(C(=CC=C1)Cl)NC(=O)C2=CN=C(S2)NC3=CC(=NC(=N3)C)N4CCN(CC4)CCO. Cell line: T-47D. Synergy scores: CSS=-3.52, Synergy_ZIP=7.95, Synergy_Bliss=8.03, Synergy_Loewe=-3.39, Synergy_HSA=-2.38. (3) Drug 1: C1=CC=C(C=C1)NC(=O)CCCCCCC(=O)NO. Drug 2: C(=O)(N)NO. Cell line: UACC62. Synergy scores: CSS=21.0, Synergy_ZIP=-0.627, Synergy_Bliss=-0.583, Synergy_Loewe=-20.9, Synergy_HSA=-0.426. (4) Drug 1: C1=C(C(=O)NC(=O)N1)N(CCCl)CCCl. Drug 2: CC1=C(C=C(C=C1)C(=O)NC2=CC(=CC(=C2)C(F)(F)F)N3C=C(N=C3)C)NC4=NC=CC(=N4)C5=CN=CC=C5. Cell line: SN12C. Synergy scores: CSS=31.5, Synergy_ZIP=-7.24, Synergy_Bliss=-6.16, Synergy_Loewe=-6.90, Synergy_HSA=-6.77. (5) Drug 1: C1C(C(OC1N2C=C(C(=O)NC2=O)F)CO)O. Drug 2: C1=NC2=C(N=C(N=C2N1C3C(C(C(O3)CO)O)F)Cl)N. Cell line: NCI/ADR-RES. Synergy scores: CSS=17.5, Synergy_ZIP=-0.705, Synergy_Bliss=2.72, Synergy_Loewe=-12.9, Synergy_HSA=-1.22. (6) Cell line: LOX IMVI. Drug 1: C1=CC(=CC=C1CC(C(=O)O)N)N(CCCl)CCCl.Cl. Synergy scores: CSS=14.0, Synergy_ZIP=-7.18, Synergy_Bliss=-0.0465, Synergy_Loewe=-9.70, Synergy_HSA=1.19. Drug 2: CN1C(=O)N2C=NC(=C2N=N1)C(=O)N. (7) Drug 1: CN(C)C1=NC(=NC(=N1)N(C)C)N(C)C. Drug 2: COC1=NC(=NC2=C1N=CN2C3C(C(C(O3)CO)O)O)N. Cell line: CCRF-CEM. Synergy scores: CSS=52.9, Synergy_ZIP=0.637, Synergy_Bliss=-1.55, Synergy_Loewe=-25.1, Synergy_HSA=-3.71.